Dataset: Forward reaction prediction with 1.9M reactions from USPTO patents (1976-2016). Task: Predict the product of the given reaction. Given the reactants F[C:2]1[CH:7]=[CH:6][C:5]([N+:8]([O-])=O)=[CH:4][C:3]=1[F:11].C([O-])([O-])=O.[K+].[K+].[C:18]1([OH:24])[CH:23]=[CH:22][CH:21]=[CH:20][CH:19]=1.CN1C(=O)CCC1, predict the reaction product. The product is: [F:11][C:3]1[CH:4]=[C:5]([NH2:8])[CH:6]=[CH:7][C:2]=1[O:24][C:18]1[CH:23]=[CH:22][CH:21]=[CH:20][CH:19]=1.